This data is from Full USPTO retrosynthesis dataset with 1.9M reactions from patents (1976-2016). The task is: Predict the reactants needed to synthesize the given product. (1) Given the product [CH2:25]([O:24][P:20]([CH2:19][CH2:18][CH2:17][O:1][CH2:2][C:3]1([NH:6][C:7](=[O:13])[O:8][C:9]([CH3:10])([CH3:12])[CH3:11])[CH2:4][CH2:5]1)([O:21][CH2:22][CH3:23])=[O:27])[CH3:26], predict the reactants needed to synthesize it. The reactants are: [OH:1][CH2:2][C:3]1([NH:6][C:7](=[O:13])[O:8][C:9]([CH3:12])([CH3:11])[CH3:10])[CH2:5][CH2:4]1.[OH-].[K+].Br[CH2:17][CH2:18][CH2:19][P:20](=[O:27])([O:24][CH2:25][CH3:26])[O:21][CH2:22][CH3:23]. (2) The reactants are: [Br:1][C:2]1[CH:3]=[CH:4][C:5]([O:12][CH3:13])=[C:6]2[C:11]=1[CH2:10][NH:9][CH2:8][CH2:7]2.[CH:14]([C:17]1[CH:22]=[CH:21][C:20]([CH2:23][C:24](O)=[O:25])=[CH:19][CH:18]=1)([CH3:16])[CH3:15].C(N(CC)CC)C.CN(C(ON1N=NC2C=CC=NC1=2)=[N+](C)C)C.F[P-](F)(F)(F)(F)F. Given the product [Br:1][C:2]1[CH:3]=[CH:4][C:5]([O:12][CH3:13])=[C:6]2[C:11]=1[CH2:10][N:9]([C:24](=[O:25])[CH2:23][C:20]1[CH:21]=[CH:22][C:17]([CH:14]([CH3:15])[CH3:16])=[CH:18][CH:19]=1)[CH2:8][CH2:7]2, predict the reactants needed to synthesize it. (3) Given the product [CH2:25]1[C:26]2[C:27](=[CH:39][CH:31]=[CH:32][CH:33]=2)[CH2:28][CH:24]1[NH:23][C:21](=[O:22])[NH:20][C:17]1[CH:16]=[CH:15][C:14]([C:11]2[S:10][C:9]([CH2:8][CH2:7][C:2]([CH3:1])([CH3:29])[C:3]([O:5][CH3:6])=[O:4])=[N:13][CH:12]=2)=[CH:19][CH:18]=1, predict the reactants needed to synthesize it. The reactants are: [CH3:1][C:2]([CH3:29])([CH2:7][CH2:8][C:9]1[S:10][C:11]([C:14]2[CH:19]=[CH:18][C:17]([NH:20][C:21]([N:23]3[CH2:28][CH2:27][CH2:26][CH2:25][CH2:24]3)=[O:22])=[CH:16][CH:15]=2)=[CH:12][N:13]=1)[C:3]([O:5][CH3:6])=[O:4].Cl.[CH2:31]1[C:39]2C(=CC=CC=2)[CH2:33][CH:32]1N. (4) Given the product [CH3:1][N:2]1[CH2:6][CH2:5][C@H:4]([C:7]2[CH:8]=[C:9]([CH:11]=[CH:12][C:13]=2[Cl:14])[NH2:10])[CH2:3]1, predict the reactants needed to synthesize it. The reactants are: [CH3:1][N:2]1[CH2:6][CH2:5][CH:4]([C:7]2[CH2:8][C@:9](C(OC(C)(C)C)=O)([CH:11]=[CH:12][C:13]=2[Cl:14])[NH2:10])[CH2:3]1.